This data is from Full USPTO retrosynthesis dataset with 1.9M reactions from patents (1976-2016). The task is: Predict the reactants needed to synthesize the given product. (1) Given the product [I:1][C:2]1[CH:3]=[CH:4][C:5]2[O:9][C:8]3[C:23]4[C:15](=[C:16]([C:17]([OH:19])=[O:18])[CH:20]=[CH:21][CH:22]=4)[NH:13][C:7]=3[C:6]=2[CH:11]=1, predict the reactants needed to synthesize it. The reactants are: [I:1][C:2]1[CH:3]=[CH:4][C:5]2[O:9][CH2:8][C:7](=O)[C:6]=2[CH:11]=1.Cl.[NH:13]([C:15]1[CH:23]=[CH:22][CH:21]=[CH:20][C:16]=1[C:17]([OH:19])=[O:18])N. (2) Given the product [CH3:1][C:2]1([CH3:18])[C:10](=[O:11])[CH2:9][CH2:8][C@:7]2([CH3:12])[C@H:3]1[CH2:4][CH2:5][C:6]12[O:13][CH2:14][CH2:15][O:16]1, predict the reactants needed to synthesize it. The reactants are: [CH3:1][C:2]1[C:10](=[O:11])[CH2:9][CH2:8][C:7]2([CH3:12])[C:3]=1[CH2:4][CH2:5][C:6]12[O:16][CH2:15][CH2:14][O:13]1.[Li].[CH3:18]I.O. (3) Given the product [F:32][C:21]1[CH:22]=[N:23][C:24]2[C:29]([C:20]=1[CH2:19][CH2:18][CH2:17][C:9]1([C:12]([O:14][CH2:15][CH3:16])=[O:13])[CH2:10][CH2:11][N:6]([CH2:5][CH2:4][S:33][C:34]3[S:35][CH2:36][CH2:37][N:38]=3)[CH2:7][CH2:8]1)=[CH:28][C:27]([O:30][CH3:31])=[CH:26][CH:25]=2, predict the reactants needed to synthesize it. The reactants are: Cl.Cl.Cl[CH2:4][CH2:5][N:6]1[CH2:11][CH2:10][C:9]([CH2:17][CH2:18][CH2:19][C:20]2[C:29]3[C:24](=[CH:25][CH:26]=[C:27]([O:30][CH3:31])[CH:28]=3)[N:23]=[CH:22][C:21]=2[F:32])([C:12]([O:14][CH2:15][CH3:16])=[O:13])[CH2:8][CH2:7]1.[SH:33][C:34]1[S:35][CH2:36][CH2:37][N:38]=1.C(N(CC)CC)C. (4) Given the product [Cl:13][C:14]1[CH:19]=[C:18]([Cl:20])[CH:17]=[CH:16][C:15]=1[S:21][C:3]1[C:4]2=[N:5][CH:6]=[CH:7][CH:8]=[C:9]2[NH:1][C:2]=1[C:10]([NH2:12])=[O:11], predict the reactants needed to synthesize it. The reactants are: [NH:1]1[C:9]2[C:4](=[N:5][CH:6]=[CH:7][CH:8]=2)[CH:3]=[C:2]1[C:10]([NH2:12])=[O:11].[Cl:13][C:14]1[CH:19]=[C:18]([Cl:20])[CH:17]=[CH:16][C:15]=1[S:21][S:21][C:15]1[CH:16]=[CH:17][C:18]([Cl:20])=[CH:19][C:14]=1[Cl:13]. (5) Given the product [Br:1][C:9]1[CH:10]=[C:11]2[O:3][C:4]([N:12]3[CH:18]4[CH2:17][CH2:16][N:15]([CH2:20][CH2:19]4)[CH2:14][CH2:13]3)=[N:5][C:6]2=[N:7][CH:8]=1, predict the reactants needed to synthesize it. The reactants are: [Br:1]Br.[O:3]1[C:11]2[C:6](=[N:7][CH:8]=[CH:9][CH:10]=2)[N:5]=[C:4]1[N:12]1[CH:18]2[CH2:19][CH2:20][N:15]([CH2:16][CH2:17]2)[CH2:14][CH2:13]1.C([O-])(=O)C.[Na+]. (6) Given the product [CH:1]1([N:8]2[C:12]3[N:13]=[C:14]([NH:17][C:18]4[CH:26]=[CH:25][C:21]([C:22]([N:42]5[CH2:41][C@H:40]6[CH:35]([OH:34])[C@H:36]([CH2:37][N:38]([C:44]([O:46][C:47]([CH3:50])([CH3:49])[CH3:48])=[O:45])[CH2:39]6)[CH2:43]5)=[O:24])=[CH:20][N:19]=4)[N:15]=[CH:16][C:11]=3[CH:10]=[C:9]2[C:27](=[O:31])[N:28]([CH3:29])[CH3:30])[CH2:2][CH2:3][CH2:4][CH2:5][CH2:6][CH2:7]1, predict the reactants needed to synthesize it. The reactants are: [CH:1]1([N:8]2[C:12]3[N:13]=[C:14]([NH:17][C:18]4[CH:26]=[CH:25][C:21]([C:22]([OH:24])=O)=[CH:20][N:19]=4)[N:15]=[CH:16][C:11]=3[CH:10]=[C:9]2[C:27](=[O:31])[N:28]([CH3:30])[CH3:29])[CH2:7][CH2:6][CH2:5][CH2:4][CH2:3][CH2:2]1.[Li+].[Cl-].[OH:34][CH:35]1[C@H:40]2[CH2:41][NH:42][CH2:43][C@@H:36]1[CH2:37][N:38]([C:44]([O:46][C:47]([CH3:50])([CH3:49])[CH3:48])=[O:45])[CH2:39]2.